Dataset: Peptide-MHC class II binding affinity with 134,281 pairs from IEDB. Task: Regression. Given a peptide amino acid sequence and an MHC pseudo amino acid sequence, predict their binding affinity value. This is MHC class II binding data. The peptide sequence is PISVTAPPPQLPRPP. The MHC is DRB3_0101 with pseudo-sequence DRB3_0101. The binding affinity (normalized) is 0.